Dataset: Full USPTO retrosynthesis dataset with 1.9M reactions from patents (1976-2016). Task: Predict the reactants needed to synthesize the given product. (1) Given the product [CH3:1][CH2:2][C@@H:3]([C:5]([O:7][C@@H:8]1[C@@H:13]2[C@@H:14]([CH2:19][CH2:20][C@@H:21]([OH:29])[CH2:22][C@@H:23]([OH:28])[CH2:24][C:25]([OH:27])=[O:26])[C@@H:15]([CH3:18])[CH:16]=[CH:17][C:12]2=[CH:11][C@@H:10]([OH:31])[CH2:9]1)=[O:6])[CH3:4], predict the reactants needed to synthesize it. The reactants are: [CH3:1][CH2:2][C@@H:3]([C:5]([O:7][C@@H:8]1[C@@H:13]2[C@@H:14]([CH2:19][CH2:20][C@@H:21]([OH:29])[CH2:22][C@@H:23]([OH:28])[CH2:24][C:25]([OH:27])=[O:26])[C@@H:15]([CH3:18])[CH:16]=[CH:17][C:12]2=[CH:11][CH2:10][CH2:9]1)=[O:6])[CH3:4].P(=O)(O)(O)[OH:31].[OH-].[Na+].O. (2) Given the product [CH3:10][O:9][C:7]([C:6]1[CH:11]=[CH:12][C:3]([CH2:2][N:19]2[CH2:18][CH2:17][N:16]([C:20]([O:22][C:23]([CH3:25])([CH3:24])[CH3:26])=[O:21])[CH2:15][C:14]2=[O:13])=[CH:4][CH:5]=1)=[O:8], predict the reactants needed to synthesize it. The reactants are: Br[CH2:2][C:3]1[CH:12]=[CH:11][C:6]([C:7]([O:9][CH3:10])=[O:8])=[CH:5][CH:4]=1.[O:13]=[C:14]1[NH:19][CH2:18][CH2:17][N:16]([C:20]([O:22][C:23]([CH3:26])([CH3:25])[CH3:24])=[O:21])[CH2:15]1.C(=O)([O-])[O-].[Cs+].[Cs+]. (3) Given the product [CH3:34][O:35][C:36]1[C:37]([NH:42][C:2]2[CH:3]=[C:4]3[C:31](=[CH:32][CH:33]=2)[O:30][CH2:29][C:25]2([CH2:28][O:27][CH2:26]2)[C:5]23[CH2:9][O:8][C:7]([N:10]([C:18]([O:20][C:21]([CH3:24])([CH3:23])[CH3:22])=[O:19])[C:11]([O:13][C:14]([CH3:17])([CH3:16])[CH3:15])=[O:12])=[N:6]2)=[N:38][CH:39]=[CH:40][CH:41]=1, predict the reactants needed to synthesize it. The reactants are: Br[C:2]1[CH:3]=[C:4]2[C:31](=[CH:32][CH:33]=1)[O:30][CH2:29][C:25]1([CH2:28][O:27][CH2:26]1)[C:5]12[CH2:9][O:8][C:7]([N:10]([C:18]([O:20][C:21]([CH3:24])([CH3:23])[CH3:22])=[O:19])[C:11]([O:13][C:14]([CH3:17])([CH3:16])[CH3:15])=[O:12])=[N:6]1.[CH3:34][O:35][C:36]1[C:37]([NH2:42])=[N:38][CH:39]=[CH:40][CH:41]=1.CC1(C)C2C=CC=C(P(C3C=CC=CC=3)C3C=CC=CC=3)C=2OC2C1=CC=CC=2P(C1C=CC=CC=1)C1C=CC=CC=1.C([O-])([O-])=O.[Cs+].[Cs+]. (4) The reactants are: [F:1][CH:2]([F:24])[C:3]1[N:8]2[N:9]=[CH:10][C:11]([C:12]#[CH:13])=[C:7]2[N:6]=[C:5]([C:14]2[CH:19]=[CH:18][C:17]([C:20]([F:23])([F:22])[F:21])=[CH:16][CH:15]=2)[CH:4]=1.Br[C:26]1[CH:27]=[CH:28][C:29]([O:41][CH3:42])=[C:30]([S:32]([NH:35][C:36]([CH3:40])([CH3:39])[CH2:37][OH:38])(=[O:34])=[O:33])[CH:31]=1. Given the product [F:24][CH:2]([F:1])[C:3]1[N:8]2[N:9]=[CH:10][C:11]([C:12]#[C:13][C:26]3[CH:27]=[CH:28][C:29]([O:41][CH3:42])=[C:30]([S:32]([NH:35][C:36]([CH3:39])([CH3:40])[CH2:37][OH:38])(=[O:34])=[O:33])[CH:31]=3)=[C:7]2[N:6]=[C:5]([C:14]2[CH:19]=[CH:18][C:17]([C:20]([F:23])([F:22])[F:21])=[CH:16][CH:15]=2)[CH:4]=1, predict the reactants needed to synthesize it. (5) Given the product [C:3]1([CH3:13])[CH:4]=[CH:5][C:6]([S:9]([O:12][CH3:15])(=[O:10])=[O:11])=[CH:7][CH:8]=1, predict the reactants needed to synthesize it. The reactants are: O.O.[C:3]1([CH3:13])[CH:8]=[CH:7][C:6]([S:9]([OH:12])(=[O:11])=[O:10])=[CH:5][CH:4]=1.N1C2C(=CC=CC=2)C=C[CH:15]=1.C1(C)C=CC(S([O-])(=O)=O)=CC=1.[NH+]1C2C(=CC=CC=2)C=CC=1.S(OC)(OC)(=O)=O. (6) Given the product [C:33]([NH:35][C@H:36]([C:58]([OH:60])=[O:59])[CH2:37][CH2:38][CH2:39][NH:40][C:41](=[NH:42])[NH2:50])([O:32][C:29]([CH3:30])([CH3:28])[CH3:31])=[O:34], predict the reactants needed to synthesize it. The reactants are: C1C2C(=CC=CC=2)C=C(C2C=CC(O)=CC=2)N=1.C1C=CC2N(O)N=NC=2C=1.[CH3:28][C:29]([O:32][C:33]([NH:35][C@H:36]([C:58]([OH:60])=[O:59])[CH2:37][CH2:38][CH2:39][N:40]=[C:41]([NH:50]C(OC(C)(C)C)=O)[NH:42]C(OC(C)(C)C)=O)=[O:34])([CH3:31])[CH3:30].CCN=C=NCCCN(C)C.Cl.C(N(CC)C(C)C)(C)C. (7) Given the product [F:1][C:2]1[CH:3]=[CH:4][C:5]([NH:8][C:9]2[S:10][C:11]([I:14])=[CH:12][N:13]=2)=[CH:6][CH:7]=1, predict the reactants needed to synthesize it. The reactants are: [F:1][C:2]1[CH:7]=[CH:6][C:5]([NH:8][C:9]2[S:10][CH:11]=[CH:12][N:13]=2)=[CH:4][CH:3]=1.[I:14]N1C(=O)CCC1=O.